This data is from Peptide-MHC class I binding affinity with 185,985 pairs from IEDB/IMGT. The task is: Regression. Given a peptide amino acid sequence and an MHC pseudo amino acid sequence, predict their binding affinity value. This is MHC class I binding data. The peptide sequence is QLEDSEYLFR. The MHC is HLA-A03:01 with pseudo-sequence HLA-A03:01. The binding affinity (normalized) is 0.452.